Dataset: Catalyst prediction with 721,799 reactions and 888 catalyst types from USPTO. Task: Predict which catalyst facilitates the given reaction. (1) Product: [F:26][C:23]1[CH:22]=[CH:21][C:20]([NH:19][C:17](=[O:18])[CH2:16][NH:1][C:2]2[CH:7]=[CH:6][C:5]([C:8]3[O:12][CH:11]=[N:10][CH:9]=3)=[C:4]([O:13][CH3:14])[CH:3]=2)=[CH:25][CH:24]=1. Reactant: [NH2:1][C:2]1[CH:7]=[CH:6][C:5]([C:8]2[O:12][CH:11]=[N:10][CH:9]=2)=[C:4]([O:13][CH3:14])[CH:3]=1.Cl[CH2:16][C:17]([NH:19][C:20]1[CH:25]=[CH:24][C:23]([F:26])=[CH:22][CH:21]=1)=[O:18]. The catalyst class is: 3. (2) Reactant: C(O[C:5](=[O:7])C)(=O)C.C(O)=O.[CH2:11]1[C:17]2[CH:18]=[CH:19][CH:20]=[CH:21][C:16]=2[CH2:15][CH2:14][NH:13][CH2:12]1. Product: [CH2:15]1[C:16]2[CH:21]=[CH:20][CH:19]=[CH:18][C:17]=2[CH2:11][CH2:12][N:13]([CH:5]=[O:7])[CH2:14]1. The catalyst class is: 13.